Dataset: Full USPTO retrosynthesis dataset with 1.9M reactions from patents (1976-2016). Task: Predict the reactants needed to synthesize the given product. (1) Given the product [C:1]([O:5][C:6]([N:8]1[CH2:13][CH2:12][CH2:11][CH2:10][C@@H:9]1[C@@H:14]([OH:38])[C@@H:15]([NH2:23])[CH2:16][C:17]1[CH:18]=[CH:19][CH:20]=[CH:21][CH:22]=1)=[O:7])([CH3:4])([CH3:2])[CH3:3], predict the reactants needed to synthesize it. The reactants are: [C:1]([O:5][C:6]([N:8]1[CH2:13][CH2:12][CH2:11][CH2:10][C@@H:9]1[C@@H:14]([OH:38])[C@@H:15]([N:23](CC1C=CC=CC=1)CC1C=CC=CC=1)[CH2:16][C:17]1[CH:22]=[CH:21][CH:20]=[CH:19][CH:18]=1)=[O:7])([CH3:4])([CH3:3])[CH3:2].[H][H]. (2) Given the product [CH2:13]1[C@H:22]2[C@H:17]([CH2:18][CH2:19][C:20]3[CH:26]=[CH:25][CH:24]=[CH:23][C:21]=32)[N:16]([C:1]([C:2]2[CH:10]=[CH:9][C:5]([C:6]([NH2:8])=[O:7])=[CH:4][CH:3]=2)=[O:11])[CH2:15][CH2:14]1, predict the reactants needed to synthesize it. The reactants are: [C:1](O)(=[O:11])[C:2]1[CH:10]=[CH:9][C:5]([C:6]([NH2:8])=[O:7])=[CH:4][CH:3]=1.[CH2:13]1[C@H:22]2[C@H:17]([CH2:18][CH2:19][C:20]3[CH:26]=[CH:25][CH:24]=[CH:23][C:21]=32)[NH:16][CH2:15][CH2:14]1. (3) Given the product [Cl:23][CH2:24][CH2:25][NH:26][C:27]([NH:1][C:2]1[CH:3]=[CH:4][C:5]([C:8]2[N:9]([CH2:21][CH3:22])[C:10]3[C:15]([C:16]=2[C:17]#[N:18])=[CH:14][CH:13]=[C:12]([O:19][CH3:20])[CH:11]=3)=[CH:6][CH:7]=1)=[O:28], predict the reactants needed to synthesize it. The reactants are: [NH2:1][C:2]1[CH:7]=[CH:6][C:5]([C:8]2[N:9]([CH2:21][CH3:22])[C:10]3[C:15]([C:16]=2[C:17]#[N:18])=[CH:14][CH:13]=[C:12]([O:19][CH3:20])[CH:11]=3)=[CH:4][CH:3]=1.[Cl:23][CH2:24][CH2:25][N:26]=[C:27]=[O:28]. (4) Given the product [N:8]1([C:39](=[O:40])[C:50]2[N:49]([CH3:48])[CH:56]=[N:65][C:51]=2[N:52]([CH3:47])[C:53]1=[O:81])[CH3:1], predict the reactants needed to synthesize it. The reactants are: [CH2:1]([N:8](CC1C=CC([N+]([O-])=O)=CC=1)CC1C=CC([N+]([O-])=O)=CC=1)C1C=CC=CC=1.O=C[C@@H]([C@H]([C@@H]([C@@H]([CH2:39][OH:40])O)O)O)O.[Mg+2].[Cl-].[Cl-].[Cl-].[Cl-].[Ca+2].[CH2:47]1[N:52]([CH2:53]CO)[CH2:51][CH2:50][N:49]([CH2:56]CS(O)(=O)=O)[CH2:48]1.CCC[N:65](S(C1C=CC(C(O)=O)=CC=1)(=O)=O)CCC.[OH-:81].[Na+].